From a dataset of Full USPTO retrosynthesis dataset with 1.9M reactions from patents (1976-2016). Predict the reactants needed to synthesize the given product. (1) Given the product [F:38][C:19]1([F:18])[C:27]2[C:22](=[CH:23][CH:24]=[C:25]([C:2]3[CH:7]=[N:6][CH:5]=[C:4]([NH:8][C@H:9]([C:12]4[CH:17]=[CH:16][CH:15]=[CH:14][CH:13]=4)[CH2:10][OH:11])[CH:3]=3)[CH:26]=2)[NH:21][C:20]1=[O:37], predict the reactants needed to synthesize it. The reactants are: Br[C:2]1[CH:3]=[C:4]([NH:8][C@H:9]([C:12]2[CH:17]=[CH:16][CH:15]=[CH:14][CH:13]=2)[CH2:10][OH:11])[CH:5]=[N:6][CH:7]=1.[F:18][C:19]1([F:38])[C:27]2[C:22](=[CH:23][CH:24]=[C:25](B3OC(C)(C)C(C)(C)O3)[CH:26]=2)[NH:21][C:20]1=[O:37].C(=O)([O-])[O-].[K+].[K+]. (2) Given the product [C:33]([C:30]1[CH:29]=[CH:28][C:27]([C:23]2[CH:24]=[CH:25][CH:26]=[C:21]([CH2:20][N:13]3[C:14]4[C:19](=[CH:18][CH:17]=[CH:16][CH:15]=4)[C:11]([C:8]4[CH:7]=[CH:6][C:5]([C:1]([CH3:4])([CH3:2])[CH3:3])=[CH:10][CH:9]=4)=[C:12]3[C:37]([OH:39])=[O:38])[CH:22]=2)=[CH:32][CH:31]=1)([OH:35])=[O:34], predict the reactants needed to synthesize it. The reactants are: [C:1]([C:5]1[CH:10]=[CH:9][C:8]([C:11]2[C:19]3[C:14](=[CH:15][CH:16]=[CH:17][CH:18]=3)[N:13]([CH2:20][C:21]3[CH:22]=[C:23]([C:27]4[CH:32]=[CH:31][C:30]([C:33]([O:35]C)=[O:34])=[CH:29][CH:28]=4)[CH:24]=[CH:25][CH:26]=3)[C:12]=2[C:37]([O:39]CC)=[O:38])=[CH:7][CH:6]=1)([CH3:4])([CH3:3])[CH3:2].[OH-].[Na+].O. (3) Given the product [O:17]([CH2:24][CH2:25][C@@H:26]1[NH:27][CH2:28][CH2:29][N:30]([C:5]2[C:4]3[CH:3]=[C:2]([CH3:1])[S:11][C:10]=3[NH:9][C:8]3[CH:12]=[CH:13][CH:14]=[CH:15][C:7]=3[N:6]=2)[CH2:31]1)[C:18]1[CH:23]=[CH:22][CH:21]=[CH:20][CH:19]=1, predict the reactants needed to synthesize it. The reactants are: [CH3:1][C:2]1[S:11][C:10]2[NH:9][C:8]3[CH:12]=[CH:13][CH:14]=[CH:15][C:7]=3[NH:6][C:5](=S)[C:4]=2[CH:3]=1.[O:17]([CH2:24][CH2:25][C@H:26]1[CH2:31][NH:30][CH2:29][CH2:28][NH:27]1)[C:18]1[CH:23]=[CH:22][CH:21]=[CH:20][CH:19]=1. (4) The reactants are: [C:1]([O:5][C:6]([NH:8][C:9]1[N:10]=[CH:11][N:12]([CH2:14][C:15](OCC)=[O:16])[CH:13]=1)=[O:7])([CH3:4])([CH3:3])[CH3:2].[Li+].[BH4-].CO.O. Given the product [OH:16][CH2:15][CH2:14][N:12]1[CH:13]=[C:9]([NH:8][C:6](=[O:7])[O:5][C:1]([CH3:3])([CH3:2])[CH3:4])[N:10]=[CH:11]1, predict the reactants needed to synthesize it. (5) Given the product [C:5]([O:4][CH:1]([C:16]1[C:17]([Cl:22])=[CH:18][CH:19]=[C:20]([F:21])[C:15]=1[Cl:14])[CH3:2])(=[O:7])[CH3:6], predict the reactants needed to synthesize it. The reactants are: [C:1]([O:4][C:5](=[O:7])[CH3:6])(=O)[CH3:2].N1C=CC=CC=1.[Cl:14][C:15]1[C:20]([F:21])=[CH:19][CH:18]=[C:17]([Cl:22])[C:16]=1C(O)C. (6) Given the product [CH3:6][O:5][C:3](=[O:4])[C:2]([N:21]1[CH2:22][CH:20]1[C:18]1[CH:17]=[CH:16][C:15]2[O:11][CH2:12][O:13][C:14]=2[CH:19]=1)=[CH:1][C:7]([O:9][CH3:10])=[O:8], predict the reactants needed to synthesize it. The reactants are: [C:1]([C:7]([O:9][CH3:10])=[O:8])#[C:2][C:3]([O:5][CH3:6])=[O:4].[O:11]1[C:15]2[CH:16]=[CH:17][C:18]([CH:20]3[CH2:22][NH:21]3)=[CH:19][C:14]=2[O:13][CH2:12]1. (7) Given the product [C:1]([O:5][C:6]([N:8]1[CH2:13][CH2:12][CH:11]([CH2:14][CH2:15][CH2:16][CH2:17][C:18]2[CH:23]=[CH:22][N:21]=[CH:20][CH:19]=2)[CH2:10][CH2:9]1)=[O:7])([CH3:4])([CH3:2])[CH3:3], predict the reactants needed to synthesize it. The reactants are: [C:1]([O:5][C:6]([N:8]1[CH2:13][CH2:12][CH:11]([CH2:14][CH2:15]/[CH:16]=[CH:17]\[C:18]2[CH:23]=[CH:22][N:21]=[CH:20][CH:19]=2)[CH2:10][CH2:9]1)=[O:7])([CH3:4])([CH3:3])[CH3:2]. (8) Given the product [CH3:1][OH:2].[C:30]([O-:32])(=[O:31])[CH3:24].[CH3:1][O:2][C:3]1[CH:4]=[CH:5][C:6]([C:9]2[CH:14]=[N:13][C:12]([N:15]3[CH2:20][CH2:19][N:18]([S:21]([C:24]4([C:30]([NH:61][O:60][CH:55]5[CH2:56][CH2:57][CH2:58][CH2:59][O:54]5)=[O:31])[CH2:25][CH2:26][O:27][CH2:28][CH2:29]4)(=[O:22])=[O:23])[CH2:17][CH2:16]3)=[N:11][CH:10]=2)=[CH:7][CH:8]=1, predict the reactants needed to synthesize it. The reactants are: [CH3:1][O:2][C:3]1[CH:8]=[CH:7][C:6]([C:9]2[CH:10]=[N:11][C:12]([N:15]3[CH2:20][CH2:19][N:18]([S:21]([C:24]4([C:30]([O:32]C(C)(C)C)=[O:31])[CH2:29][CH2:28][O:27][CH2:26][CH2:25]4)(=[O:23])=[O:22])[CH2:17][CH2:16]3)=[N:13][CH:14]=2)=[CH:5][CH:4]=1.ON1C2C=CC=CC=2N=N1.CN1CCOCC1.[O:54]1[CH2:59][CH2:58][CH2:57][CH2:56][CH:55]1[O:60][NH2:61].Cl.CN(C)CCCN=C=NCC. (9) Given the product [Cl:23][C:24]1[N:29]=[C:28]([O:1][C:2]2[CH:22]=[CH:21][CH:20]=[CH:19][C:3]=2[CH2:4][NH:5][C:6]([NH:8][C:9]2[O:10][C:11]([C:15]([OH:18])([CH3:17])[CH3:16])=[C:12]([CH3:14])[N:13]=2)=[O:7])[CH:27]=[CH:26][N:25]=1, predict the reactants needed to synthesize it. The reactants are: [OH:1][C:2]1[CH:22]=[CH:21][CH:20]=[CH:19][C:3]=1[CH2:4][NH:5][C:6]([NH:8][C:9]1[O:10][C:11]([C:15]([OH:18])([CH3:17])[CH3:16])=[C:12]([CH3:14])[N:13]=1)=[O:7].[Cl:23][C:24]1[N:29]=[C:28](Cl)[CH:27]=[CH:26][N:25]=1.[OH-].[Na+].